Dataset: Catalyst prediction with 721,799 reactions and 888 catalyst types from USPTO. Task: Predict which catalyst facilitates the given reaction. (1) Reactant: [NH2:1][C:2]1[C:7]2=[C:8]([C:13]3[CH:18]=[CH:17][C:16]([NH:19][C:20]([NH:22][C:23]4[CH:28]=[C:27]([C:29]([F:32])([F:31])[F:30])[CH:26]=[CH:25][N:24]=4)=[O:21])=[CH:15][CH:14]=3)[C:9]([CH:11]=[CH2:12])=[CH:10][N:6]2[N:5]=[CH:4][N:3]=1.C(O)(=O)C. Product: [NH2:1][C:2]1[C:7]2=[C:8]([C:13]3[CH:18]=[CH:17][C:16]([NH:19][C:20]([NH:22][C:23]4[CH:28]=[C:27]([C:29]([F:32])([F:31])[F:30])[CH:26]=[CH:25][N:24]=4)=[O:21])=[CH:15][CH:14]=3)[C:9]([CH2:11][CH3:12])=[CH:10][N:6]2[N:5]=[CH:4][N:3]=1. The catalyst class is: 242. (2) Reactant: [CH2:1]([NH2:8])[C:2]1[CH:7]=[CH:6][CH:5]=[CH:4][CH:3]=1.[CH:9]([C:11]1[CH:16]=[CH:15][C:14]([S:17][C:18]2[CH:26]=[CH:25][C:21]([C:22]([NH2:24])=[O:23])=[CH:20][N:19]=2)=[CH:13][CH:12]=1)=O.CO.[BH4-].[Na+]. Product: [CH2:1]([NH:8][CH2:9][C:11]1[CH:12]=[CH:13][C:14]([S:17][C:18]2[CH:26]=[CH:25][C:21]([C:22]([NH2:24])=[O:23])=[CH:20][N:19]=2)=[CH:15][CH:16]=1)[C:2]1[CH:7]=[CH:6][CH:5]=[CH:4][CH:3]=1. The catalyst class is: 6.